From a dataset of Reaction yield outcomes from USPTO patents with 853,638 reactions. Predict the reaction yield, written as a fraction of the theoretical maximum amount of product (1.0 means a 100% yield; for example, 0.34 means a 34% yield). (1) The reactants are C(Cl)(=O)C(Cl)=O.CS(C)=O.[OH:11][CH2:12][C@@H:13]1[CH2:17][CH2:16][CH2:15][N:14]1[C:18]([O:20][C:21]([CH3:24])([CH3:23])[CH3:22])=[O:19].CCN(CC)CC. The catalyst is C(Cl)Cl. The product is [CH:12]([C@@H:13]1[CH2:17][CH2:16][CH2:15][N:14]1[C:18]([O:20][C:21]([CH3:24])([CH3:23])[CH3:22])=[O:19])=[O:11]. The yield is 1.00. (2) The reactants are C[O:2][C:3]1[CH:8]=[CH:7][C:6]([CH2:9][CH:10]([C:16]2[O:17][CH:18]=[CH:19][N:20]=2)[CH2:11][C:12]([O:14][CH3:15])=[O:13])=[CH:5][CH:4]=1.B(Br)(Br)Br. The catalyst is C(Cl)Cl. The product is [OH:2][C:3]1[CH:8]=[CH:7][C:6]([CH2:9][CH:10]([C:16]2[O:17][CH:18]=[CH:19][N:20]=2)[CH2:11][C:12]([O:14][CH3:15])=[O:13])=[CH:5][CH:4]=1. The yield is 0.550. (3) The reactants are [C:1]([C:3]1[CH:22]=[CH:21][C:6]([CH2:7]N2CCN(C(OC(C)(C)C)=O)CC2)=[CH:5][CH:4]=1)#[N:2].[C:23]([N:30]1[CH:34]=[CH:33][N:32]=[CH:31]1)([N:25]1C=CN=C1)=[S:24].[CH2:35](Cl)Cl. The catalyst is C(O)(C(F)(F)F)=O.CO. The product is [C:1]([C:3]1[CH:22]=[CH:21][C:6]([CH2:7][N:32]2[CH2:33][CH2:34][N:30]([C:23](=[S:24])[NH2:25])[CH2:35][CH2:31]2)=[CH:5][CH:4]=1)#[N:2]. The yield is 0.500. (4) The reactants are C(=O)([O-])[O-].[K+].[K+].[NH2:7][C:8]1[C:21]([Cl:22])=[CH:20][C:19]([Cl:23])=[CH:18][C:9]=1[C:10]([N:12]=[S:13]([CH2:16][CH3:17])[CH2:14][CH3:15])=[O:11].[Cl:24][C:25]1[C:26]([N:31]2[C:35]([C:36](Cl)=[O:37])=[CH:34][C:33]([C:39]([F:42])([F:41])[F:40])=[N:32]2)=[N:27][CH:28]=[CH:29][CH:30]=1. The catalyst is ClCCl. The product is [Cl:24][C:25]1[C:26]([N:31]2[C:35]([C:36]([NH:7][C:8]3[C:9]([C:10](=[O:11])[N:12]=[S:13]([CH2:14][CH3:15])[CH2:16][CH3:17])=[CH:18][C:19]([Cl:23])=[CH:20][C:21]=3[Cl:22])=[O:37])=[CH:34][C:33]([C:39]([F:42])([F:40])[F:41])=[N:32]2)=[N:27][CH:28]=[CH:29][CH:30]=1. The yield is 0.520. (5) The catalyst is CCN(CC)CC.CC(C)=O.C(O)(=O)C.CO. The product is [Cl:2][C:3]1[CH:4]=[CH:5][C:6]([NH:9][C:10]([C:12]2[CH:17]=[CH:16][CH:15]=[CH:14][C:13]=2[NH:18][C:19]([C:21]2[CH:26]=[CH:25][C:24]([C:27]3[CH:32]=[CH:31][CH:30]=[CH:29][C:28]=3[C:33]([NH2:37])=[NH:34])=[CH:23][CH:22]=2)=[O:20])=[O:11])=[N:7][CH:8]=1. The yield is 0.150. The reactants are S.[Cl:2][C:3]1[CH:4]=[CH:5][C:6]([NH:9][C:10]([C:12]2[CH:17]=[CH:16][CH:15]=[CH:14][C:13]=2[NH:18][C:19]([C:21]2[CH:26]=[CH:25][C:24]([C:27]3[CH:32]=[CH:31][CH:30]=[CH:29][C:28]=3[C:33]#[N:34])=[CH:23][CH:22]=2)=[O:20])=[O:11])=[N:7][CH:8]=1.CI.[N:37]1C=CC=CC=1.